Dataset: HIV replication inhibition screening data with 41,000+ compounds from the AIDS Antiviral Screen. Task: Binary Classification. Given a drug SMILES string, predict its activity (active/inactive) in a high-throughput screening assay against a specified biological target. (1) The molecule is COc1ccc(C2(O)CCCCC2)cc1. The result is 0 (inactive). (2) The molecule is N#CC(C(=O)Nc1ccccc1)=C(N)N1CCCCC1. The result is 0 (inactive). (3) The compound is Cc1cc(=O)n2c(nc3cc(C)c(C)cc32)s1. The result is 0 (inactive). (4) The molecule is CC12C3C4C1C1C2C3C41CO. The result is 0 (inactive). (5) The drug is ON=C1C2CC3C(=NO)C1CC(c1ccccc1)(C2)C3=NO. The result is 0 (inactive). (6) The result is 0 (inactive). The molecule is ClC(Cl)(Cl)SSC(=Nc1ccccc1)SSC(Cl)(Cl)Cl. (7) The molecule is COC(=O)c1ccccc1CC1Cc2cc3c(cc2C1)CCC3. The result is 0 (inactive). (8) The molecule is Cc1ccc(C2=CSC3=NCCN23)cc1Cl. The result is 0 (inactive). (9) The drug is O=C1NC(=O)C(CC(C(=O)C(=O)Nc2ccccc2Cl)C(=O)c2ccc3ccccc3c2)C(=O)N1. The result is 0 (inactive). (10) The drug is O=C(O)CN(c1ccccc1)S(=O)(=O)c1ccc(NC(=O)c2ccccc2)cc1. The result is 0 (inactive).